This data is from NCI-60 drug combinations with 297,098 pairs across 59 cell lines. The task is: Regression. Given two drug SMILES strings and cell line genomic features, predict the synergy score measuring deviation from expected non-interaction effect. (1) Drug 1: C1=CN(C=N1)CC(O)(P(=O)(O)O)P(=O)(O)O. Drug 2: CN1C2=C(C=C(C=C2)N(CCCl)CCCl)N=C1CCCC(=O)O.Cl. Cell line: SN12C. Synergy scores: CSS=5.63, Synergy_ZIP=-3.09, Synergy_Bliss=-2.89, Synergy_Loewe=-1.98, Synergy_HSA=-1.98. (2) Drug 1: C1CC(C1)(C(=O)O)C(=O)O.[NH2-].[NH2-].[Pt+2]. Drug 2: CN1C2=C(C=C(C=C2)N(CCCl)CCCl)N=C1CCCC(=O)O.Cl. Cell line: SF-268. Synergy scores: CSS=5.43, Synergy_ZIP=-0.149, Synergy_Bliss=4.19, Synergy_Loewe=-4.86, Synergy_HSA=0.491. (3) Drug 1: CC1OCC2C(O1)C(C(C(O2)OC3C4COC(=O)C4C(C5=CC6=C(C=C35)OCO6)C7=CC(=C(C(=C7)OC)O)OC)O)O. Drug 2: CC1C(C(CC(O1)OC2CC(CC3=C2C(=C4C(=C3O)C(=O)C5=C(C4=O)C(=CC=C5)OC)O)(C(=O)CO)O)N)O.Cl. Cell line: NCI-H226. Synergy scores: CSS=59.0, Synergy_ZIP=-4.52, Synergy_Bliss=-4.99, Synergy_Loewe=-3.61, Synergy_HSA=-0.120. (4) Drug 1: C1CN(CCN1C(=O)CCBr)C(=O)CCBr. Drug 2: C1=NNC2=C1C(=O)NC=N2. Cell line: PC-3. Synergy scores: CSS=17.6, Synergy_ZIP=-6.98, Synergy_Bliss=-1.44, Synergy_Loewe=-3.30, Synergy_HSA=-0.297. (5) Drug 1: C1CNP(=O)(OC1)N(CCCl)CCCl. Drug 2: CC1C(C(CC(O1)OC2CC(CC3=C2C(=C4C(=C3O)C(=O)C5=CC=CC=C5C4=O)O)(C(=O)C)O)N)O. Cell line: A549. Synergy scores: CSS=52.3, Synergy_ZIP=-0.655, Synergy_Bliss=-0.333, Synergy_Loewe=-58.4, Synergy_HSA=0.272.